This data is from Full USPTO retrosynthesis dataset with 1.9M reactions from patents (1976-2016). The task is: Predict the reactants needed to synthesize the given product. (1) Given the product [CH2:22]([NH:21][C:18]1[CH:19]=[CH:20][C:15]([O:14][CH2:13][C@H:9]2[CH2:10][CH2:11][CH2:12][NH:8]2)=[CH:16][CH:17]=1)[C:23]1[CH:24]=[CH:25][CH:26]=[CH:27][CH:28]=1, predict the reactants needed to synthesize it. The reactants are: C(OC([N:8]1[CH2:12][CH2:11][CH2:10][C@@H:9]1[CH2:13][O:14][C:15]1[CH:20]=[CH:19][C:18]([NH:21][CH2:22][C:23]2[CH:28]=[CH:27][CH:26]=[CH:25][CH:24]=2)=[CH:17][CH:16]=1)=O)(C)(C)C.Cl. (2) Given the product [CH:14]1([C:19]2([CH2:27][CH2:28][C:29]3[CH:34]=[C:33]([CH2:35][CH3:36])[C:32]([OH:37])=[C:31]([CH2:38][CH3:39])[CH:30]=3)[O:24][C:23](=[O:25])[C:22]([CH2:12][C:10]3[N:11]=[C:4]4[N:3]=[C:2]([CH3:1])[CH:7]=[C:6]([CH3:8])[N:5]4[N:9]=3)=[C:21]([OH:26])[CH2:20]2)[CH2:18][CH2:17][CH2:16][CH2:15]1, predict the reactants needed to synthesize it. The reactants are: [CH3:1][C:2]1[CH:7]=[C:6]([CH3:8])[N:5]2[N:9]=[C:10]([CH:12]=O)[N:11]=[C:4]2[N:3]=1.[CH:14]1([C:19]2([CH2:27][CH2:28][C:29]3[CH:34]=[C:33]([CH2:35][CH3:36])[C:32]([OH:37])=[C:31]([CH2:38][CH3:39])[CH:30]=3)[O:24][C:23](=[O:25])[CH2:22][C:21](=[O:26])[CH2:20]2)[CH2:18][CH2:17][CH2:16][CH2:15]1.